This data is from Reaction yield outcomes from USPTO patents with 853,638 reactions. The task is: Predict the reaction yield, written as a fraction of the theoretical maximum amount of product (1.0 means a 100% yield; for example, 0.34 means a 34% yield). (1) The reactants are Cl[C:2]1[C:11]2[C:6](=[CH:7][CH:8]=[CH:9][C:10]=2[O:12][CH:13]2[CH2:18][CH2:17][N:16]([CH3:19])[CH2:15][CH2:14]2)[N:5]=[CH:4][N:3]=1.[Cl:20][C:21]1[CH:22]=[C:23]([CH:25]=[CH:26][C:27]=1[S:28][C:29]1[N:30]([CH3:34])[CH:31]=[CH:32][N:33]=1)[NH2:24].Cl. The catalyst is CC(N(C)C)=O.C(OCC)C.CC(C)=O. The product is [Cl:20][C:21]1[CH:22]=[C:23]([CH:25]=[CH:26][C:27]=1[S:28][C:29]1[N:30]([CH3:34])[CH:31]=[CH:32][N:33]=1)[NH:24][C:2]1[C:11]2[C:6](=[CH:7][CH:8]=[CH:9][C:10]=2[O:12][CH:13]2[CH2:18][CH2:17][N:16]([CH3:19])[CH2:15][CH2:14]2)[N:5]=[CH:4][N:3]=1. The yield is 0.670. (2) The reactants are Br[C:2]1[CH:3]=[C:4]2[C:9](=[CH:10][CH:11]=1)[N:8]([C:12](=[O:14])[CH3:13])[C@@H:7]([CH2:15][CH3:16])[C@H:6]([CH3:17])[C@H:5]2[NH:18][C:19]1[N:24]=[CH:23][CH:22]=[CH:21][N:20]=1.CC1(C)C(C)(C)OB([C:33]2[CH2:38][CH2:37][N:36]([C:39]([O:41][C:42]([CH3:45])([CH3:44])[CH3:43])=[O:40])[CH2:35][CH:34]=2)O1.C(=O)([O-])[O-].[K+].[K+]. The catalyst is O1CCOCC1.O.C(OCC)(=O)C. The product is [C:12]([N:8]1[C:9]2[C:4](=[CH:3][C:2]([C:33]3[CH2:38][CH2:37][N:36]([C:39]([O:41][C:42]([CH3:45])([CH3:44])[CH3:43])=[O:40])[CH2:35][CH:34]=3)=[CH:11][CH:10]=2)[C@H:5]([NH:18][C:19]2[N:24]=[CH:23][CH:22]=[CH:21][N:20]=2)[C@@H:6]([CH3:17])[C@@H:7]1[CH2:15][CH3:16])(=[O:14])[CH3:13]. The yield is 0.810. (3) The reactants are [F:1][C:2]([F:26])([F:25])[C:3]1[CH:8]=[CH:7][C:6]([C:9]2[C:17]3[CH2:16][CH2:15][CH:14]([NH:18][S:19]([CH:22]4CC4)(=[O:21])=[O:20])[C:13]=3[CH:12]=[N:11][CH:10]=2)=[CH:5][CH:4]=1.CS(Cl)(=O)=O. No catalyst specified. The product is [F:26][C:2]([F:1])([F:25])[C:3]1[CH:8]=[CH:7][C:6]([C:9]2[C:17]3[CH2:16][CH2:15][CH:14]([NH:18][S:19]([CH3:22])(=[O:21])=[O:20])[C:13]=3[CH:12]=[N:11][CH:10]=2)=[CH:5][CH:4]=1. The yield is 0.150. (4) The reactants are N[C@H](C(O)=O)CS.C1(=O)NC(=O)C=C1.[OH:15][C:16]([CH2:18][CH2:19][CH2:20][CH2:21][C@H:22]1[C@@H:30]2[C@@H:25]([NH:26][C:27]([NH:29]2)=[O:28])[CH2:24][S:23]1)=[O:17]. No catalyst specified. The product is [OH:17][C:16]([CH2:18][CH2:19][CH2:20][CH2:21][C@H:22]1[C@@H:30]2[C@@H:25]([NH:26][C:27]([NH:29]2)=[O:28])[CH2:24][S:23]1)=[O:15]. The yield is 1.00.